From a dataset of NCI-60 drug combinations with 297,098 pairs across 59 cell lines. Regression. Given two drug SMILES strings and cell line genomic features, predict the synergy score measuring deviation from expected non-interaction effect. Drug 1: CC(C1=C(C=CC(=C1Cl)F)Cl)OC2=C(N=CC(=C2)C3=CN(N=C3)C4CCNCC4)N. Drug 2: CC1=CC=C(C=C1)C2=CC(=NN2C3=CC=C(C=C3)S(=O)(=O)N)C(F)(F)F. Cell line: SNB-19. Synergy scores: CSS=12.5, Synergy_ZIP=0.129, Synergy_Bliss=2.73, Synergy_Loewe=0.831, Synergy_HSA=2.57.